Dataset: Forward reaction prediction with 1.9M reactions from USPTO patents (1976-2016). Task: Predict the product of the given reaction. (1) Given the reactants Br[C:2]1[CH:11]=[CH:10][CH:9]=[C:8]2[C:3]=1[CH:4]=[CH:5][N:6]=[C:7]2[NH:12][C:13]1[CH:14]=[C:15]([S:19]([NH2:22])(=[O:21])=[O:20])[CH:16]=[CH:17][CH:18]=1.[BH:23]([OH:25])[OH:24], predict the reaction product. The product is: [CH3:2][C:3]1([CH3:4])[C:8]([CH3:9])([CH3:7])[O:25][B:23]([C:2]2[CH:11]=[CH:10][CH:9]=[C:8]3[C:3]=2[CH:4]=[CH:5][N:6]=[C:7]3[NH:12][C:13]2[CH:14]=[C:15]([S:19]([NH2:22])(=[O:21])=[O:20])[CH:16]=[CH:17][CH:18]=2)[O:24]1. (2) Given the reactants [CH2:1]([N:8]1[CH:13]([CH2:14][O:15][Si](C(C)(C)C)(C)C)[CH2:12][O:11][C:10]([CH3:24])([CH3:23])[C:9]1=[O:25])[C:2]1[CH:7]=[CH:6][CH:5]=[CH:4][CH:3]=1.[F-].C([N+](CCCC)(CCCC)CCCC)CCC, predict the reaction product. The product is: [CH2:1]([N:8]1[CH:13]([CH2:14][OH:15])[CH2:12][O:11][C:10]([CH3:23])([CH3:24])[C:9]1=[O:25])[C:2]1[CH:3]=[CH:4][CH:5]=[CH:6][CH:7]=1. (3) Given the reactants C[O:2][C:3]1[CH:11]=[CH:10][C:6]([C:7]([OH:9])=[O:8])=[CH:5][C:4]=1[C:12]([F:15])([F:14])[F:13].Cl.N1C=CC=CC=1.C(O)(=O)CC(CC(O)=O)(C(O)=O)O, predict the reaction product. The product is: [OH:2][C:3]1[CH:11]=[CH:10][C:6]([C:7]([OH:9])=[O:8])=[CH:5][C:4]=1[C:12]([F:13])([F:14])[F:15]. (4) The product is: [Cl:29][C:28]1[C:20]([Cl:19])=[CH:21][C:22]2[N:9]([CH2:36][C:37]3[CH:42]=[CH:41][C:40]([N:43]4[CH:47]=[CH:46][CH:45]=[N:44]4)=[CH:39][CH:38]=3)[C:24]([CH2:30][C:31]([F:32])([F:33])[F:34])=[N:25][C:26]=2[CH:27]=1. Given the reactants [H-].[Na+].ClC1C2N=C(CC(F)(F)F)[N:9](Cl)C=2C=CC=1.[Cl:19][C:20]1[CH:21]=[C:22]2[C:26](=[CH:27][C:28]=1[Cl:29])[NH:25][C:24]([CH2:30][C:31]([F:34])([F:33])[F:32])=C2.Br[CH2:36][C:37]1[CH:42]=[CH:41][C:40]([N:43]2[CH:47]=[CH:46][CH:45]=[N:44]2)=[CH:39][CH:38]=1.[NH4+].[Cl-], predict the reaction product. (5) Given the reactants [CH3:1][O:2][C:3]1[CH:8]=[CH:7][CH:6]=[CH:5][C:4]=1[C:9]1[C:17]2[C:12](=[N:13][CH:14]=[C:15]([C:18]3[CH:19]=[C:20]([CH:24]=[CH:25][CH:26]=3)[C:21](O)=[O:22])[CH:16]=2)[NH:11][N:10]=1.C1CCC(N=C=NC2CCCCC2)CC1.[CH3:42][N:43]1[CH2:48][CH2:47][NH:46][CH2:45][CH2:44]1, predict the reaction product. The product is: [CH3:1][O:2][C:3]1[CH:8]=[CH:7][CH:6]=[CH:5][C:4]=1[C:9]1[C:17]2[C:12](=[N:13][CH:14]=[C:15]([C:18]3[CH:19]=[C:20]([C:21]([N:46]4[CH2:47][CH2:48][N:43]([CH3:42])[CH2:44][CH2:45]4)=[O:22])[CH:24]=[CH:25][CH:26]=3)[CH:16]=2)[NH:11][N:10]=1. (6) Given the reactants Cl[C:2]1[C:11]2=[N:12][N:13](CC3C=CC(OC)=CC=3)[CH:14]=[C:10]2[C:9]2[CH:8]=[C:7]([O:24][CH3:25])[CH:6]=[CH:5][C:4]=2[N:3]=1.[NH2:26][C:27]1[CH:28]=[CH:29][C:30]2[O:34][C:33](=[O:35])[NH:32][C:31]=2[CH:36]=1.Cl, predict the reaction product. The product is: [CH3:25][O:24][C:7]1[CH:6]=[CH:5][C:4]2[N:3]=[C:2]([NH:26][C:27]3[CH:28]=[CH:29][C:30]4[O:34][C:33](=[O:35])[NH:32][C:31]=4[CH:36]=3)[C:11]3[NH:12][N:13]=[CH:14][C:10]=3[C:9]=2[CH:8]=1. (7) Given the reactants [CH3:1][C:2]1[CH:7]=[CH:6][C:5]([S:8]([N:11]2[C@H:17]([CH2:18]O)[CH2:16][C@@H:15]3[C@@H:13]([CH2:14]3)[CH2:12]2)(=[O:10])=[O:9])=[CH:4][CH:3]=1.C1(P(C2C=CC=CC=2)C2C=CC=CC=2)C=CC=CC=1.[C:39]1(=[O:49])[NH:43][C:42](=[O:44])[C:41]2=[CH:45][CH:46]=[CH:47][CH:48]=[C:40]12.CC(OC(/N=N/C(OC(C)C)=O)=O)C, predict the reaction product. The product is: [CH3:1][C:2]1[CH:7]=[CH:6][C:5]([S:8]([N:11]2[C@H:17]([CH2:18][N:43]3[C:39](=[O:49])[C:40]4[C:41](=[CH:45][CH:46]=[CH:47][CH:48]=4)[C:42]3=[O:44])[CH2:16][C@@H:15]3[C@@H:13]([CH2:14]3)[CH2:12]2)(=[O:10])=[O:9])=[CH:4][CH:3]=1.